From a dataset of Full USPTO retrosynthesis dataset with 1.9M reactions from patents (1976-2016). Predict the reactants needed to synthesize the given product. Given the product [ClH:1].[C:2]([C:5]1[CH:6]=[CH:7][C:8]([NH:11][C:12](=[O:40])[C@H:13]([OH:39])[C@H:14]2[O:19][CH2:18][CH2:17][N:16]([C:20]3[CH:25]=[CH:24][C:23]([NH:26][C:27](=[O:37])[CH2:28][OH:29])=[CH:22][CH:21]=3)[C:15]2=[O:38])=[CH:9][CH:10]=1)(=[NH:3])[NH2:4], predict the reactants needed to synthesize it. The reactants are: [ClH:1].[C:2]([C:5]1[CH:10]=[CH:9][C:8]([NH:11][C:12](=[O:40])[C@H:13]([OH:39])[C@H:14]2[O:19][CH2:18][CH2:17][N:16]([C:20]3[CH:25]=[CH:24][C:23]([NH:26][C:27](=[O:37])[CH2:28][O:29]CC4C=CC=CC=4)=[CH:22][CH:21]=3)[C:15]2=[O:38])=[CH:7][CH:6]=1)(=[NH:4])[NH2:3].